Dataset: Catalyst prediction with 721,799 reactions and 888 catalyst types from USPTO. Task: Predict which catalyst facilitates the given reaction. (1) Reactant: [CH2:1]([N:8]1[CH2:13][CH2:12][NH:11][C@@H:10]([CH2:14][CH2:15][OH:16])[CH2:9]1)[C:2]1[CH:7]=[CH:6][CH:5]=[CH:4][CH:3]=1.[Br:17][C:18]1[CH:23]=[CH:22][C:21]([O:24][CH3:25])=[CH:20][C:19]=1O.N(C(OC(C)(C)C)=O)=NC(OC(C)(C)C)=O.C1C=CC(P(C2C=CC=CC=2)C2C=CC=CC=2)=CC=1. Product: [CH2:1]([N:8]1[CH2:13][CH2:12][NH:11][C@@H:10]([CH2:14][CH2:15][O:16][C:19]2[CH:20]=[C:21]([O:24][CH3:25])[CH:22]=[CH:23][C:18]=2[Br:17])[CH2:9]1)[C:2]1[CH:3]=[CH:4][CH:5]=[CH:6][CH:7]=1. The catalyst class is: 7. (2) Reactant: [Br:1][C:2]1[C:7]([C:8]([O:10][CH3:11])=[O:9])=[C:6]([N+:12]([O-])=O)[C:5]([NH:15][CH:16]([CH2:18]C(OCC)=O)[CH3:17])=[CH:4][CH:3]=1.[Sn](Cl)Cl.[C:27](OCC)(=[O:29])C.C(=O)([O-])O.[Na+]. Product: [Br:1][C:2]1[C:7]([C:8]([O:10][CH3:11])=[O:9])=[C:6]2[C:5]([NH:15][C:16]([CH3:17])([CH3:18])[C:27](=[O:29])[NH:12]2)=[CH:4][CH:3]=1. The catalyst class is: 8. (3) Reactant: [OH:1][C:2]1[CH:11]=[C:10]2[C:5]([CH2:6][CH2:7][CH2:8][C:9]2=O)=[CH:4][CH:3]=1.Cl.[NH2:14][OH:15].C([O-])(=O)C.[Na+]. Product: [OH:1][C:2]1[CH:11]=[C:10]2[C:5]([CH2:6][CH2:7][CH2:8][C:9]2=[N:14][OH:15])=[CH:4][CH:3]=1. The catalyst class is: 40. (4) Reactant: [C:1]([C:5]1[CH:10]=[CH:9][C:8]([S:11]([NH:14][C:15]2[CH:20]=[CH:19][C:18]([Cl:21])=[CH:17][C:16]=2[C:22](=[O:29])[C:23]2[CH:28]=[CH:27][N:26]=[CH:25][CH:24]=2)(=[O:13])=[O:12])=[CH:7][CH:6]=1)([CH3:4])([CH3:3])[CH3:2].ClC1C=CC=C(C(OO)=[O:38])C=1.S(S([O-])=O)([O-])=O.[Na+].[Na+]. Product: [C:1]([C:5]1[CH:10]=[CH:9][C:8]([S:11]([NH:14][C:15]2[CH:20]=[CH:19][C:18]([Cl:21])=[CH:17][C:16]=2[C:22](=[O:29])[C:23]2[CH:24]=[CH:25][N+:26]([O-:38])=[CH:27][CH:28]=2)(=[O:13])=[O:12])=[CH:7][CH:6]=1)([CH3:4])([CH3:2])[CH3:3]. The catalyst class is: 4. (5) Reactant: [O:1]=[C:2]1[C:10]2[C:5](=[CH:6][CH:7]=[CH:8][CH:9]=2)[C:4](=[O:11])[N:3]1[C:12](OCC)=O.NC1[CH2:23][CH2:22][CH:21]([OH:24])[CH2:20][CH2:19]1.C([O-])([O-])=O.[K+].[K+].CC(=O)OCC. Product: [OH:24][CH:21]1[CH2:22][CH2:23][CH:12]([N:3]2[C:4](=[O:11])[C:5]3[C:10](=[CH:9][CH:8]=[CH:7][CH:6]=3)[C:2]2=[O:1])[CH2:19][CH2:20]1. The catalyst class is: 6.